Dataset: Catalyst prediction with 721,799 reactions and 888 catalyst types from USPTO. Task: Predict which catalyst facilitates the given reaction. (1) Reactant: [N:1]1([CH2:6][CH2:7][CH2:8][CH2:9][C:10]2[CH:25]=[CH:24][C:13]([O:14][CH2:15][C:16]3[O:17][CH:18]=[C:19]([C:21]([OH:23])=O)[N:20]=3)=[CH:12][CH:11]=2)[CH:5]=[CH:4][N:3]=[N:2]1.S(Cl)(Cl)=O.[Cl:30][C:31]1[CH:36]=[CH:35][CH:34]=[C:33]([Cl:37])[C:32]=1[NH2:38]. Product: [Cl:30][C:31]1[CH:36]=[CH:35][CH:34]=[C:33]([Cl:37])[C:32]=1[NH:38][C:21]([C:19]1[N:20]=[C:16]([CH2:15][O:14][C:13]2[CH:12]=[CH:11][C:10]([CH2:9][CH2:8][CH2:7][CH2:6][N:1]3[CH:5]=[CH:4][N:3]=[N:2]3)=[CH:25][CH:24]=2)[O:17][CH:18]=1)=[O:23]. The catalyst class is: 33. (2) Reactant: [F:1][C:2]1[CH:3]=[CH:4][C:5]2[N:6]([C:8]([C:11]3[N:16]=[C:15]([NH:17][C@@H:18]4[CH2:23][CH2:22][CH2:21][NH:20][CH2:19]4)[CH:14]=[CH:13][N:12]=3)=[CH:9][N:10]=2)[CH:7]=1.CC1C=CC(S(O[CH2:35][C:36]([C:39]#[N:40])([CH3:38])[CH3:37])(=O)=O)=CC=1. Product: [F:1][C:2]1[CH:3]=[CH:4][C:5]2[N:6]([C:8]([C:11]3[N:16]=[C:15]([NH:17][C@@H:18]4[CH2:23][CH2:22][CH2:21][N:20]([CH2:35][C:36]([CH3:38])([CH3:37])[C:39]#[N:40])[CH2:19]4)[CH:14]=[CH:13][N:12]=3)=[CH:9][N:10]=2)[CH:7]=1. The catalyst class is: 13. (3) Reactant: [OH:1][C:2]1[CH:12]=[CH:11][C:5]([C:6]([O:8][CH2:9][CH3:10])=[O:7])=[CH:4][N:3]=1.[I-:13].O. Product: [OH:1][C:2]1[C:12]([I:13])=[CH:11][C:5]([C:6]([O:8][CH2:9][CH3:10])=[O:7])=[CH:4][N:3]=1. The catalyst class is: 17. (4) Reactant: [C:1](=O)([O-])[O-].[K+].[K+].CI.[Br:9][C:10]1[C:22]2[C:21]3[CH:20]=[C:19]([O:23][CH3:24])[C:18]([O:25][CH3:26])=[CH:17][C:16]=3[N:15]=[CH:14][C:13]=2[NH:12][N:11]=1.BrC1N(C)N=C2C=1C1C=C(OC)C(OC)=CC=1N=C2. Product: [Br:9][C:10]1[C:22]2[C:21]3[CH:20]=[C:19]([O:23][CH3:24])[C:18]([O:25][CH3:26])=[CH:17][C:16]=3[N:15]=[CH:14][C:13]=2[N:12]([CH3:1])[N:11]=1. The catalyst class is: 288.